This data is from Full USPTO retrosynthesis dataset with 1.9M reactions from patents (1976-2016). The task is: Predict the reactants needed to synthesize the given product. (1) The reactants are: C([O:3][C:4](=[O:19])[CH2:5][CH2:6][C:7]([C:10]1[CH:15]=[CH:14][C:13]([O:16][CH3:17])=[C:12]([CH3:18])[CH:11]=1)([CH3:9])[CH3:8])C.C(O)C.[OH-].[K+]. Given the product [CH3:17][O:16][C:13]1[CH:14]=[CH:15][C:10]([C:7]([CH3:8])([CH3:9])[CH2:6][CH2:5][C:4]([OH:19])=[O:3])=[CH:11][C:12]=1[CH3:18], predict the reactants needed to synthesize it. (2) The reactants are: [C:1]([NH:5][C:6]1[CH:11]=[CH:10][C:9]([NH:12][C:13]([CH:15]2[CH2:20][CH:19]([NH:21][C:22]3[N:27]=[C:26]([C:28]4[C:36]5[C:31](=[CH:32][CH:33]=[CH:34][CH:35]=5)[NH:30][CH:29]=4)[C:25]([Cl:37])=[CH:24][N:23]=3)[CH2:18][N:17](C(OC(C)(C)C)=O)[CH2:16]2)=[O:14])=[CH:8][CH:7]=1)(=[O:4])[CH:2]=[CH2:3]. Given the product [C:1]([NH:5][C:6]1[CH:11]=[CH:10][C:9]([NH:12][C:13]([CH:15]2[CH2:20][CH:19]([NH:21][C:22]3[N:27]=[C:26]([C:28]4[C:36]5[C:31](=[CH:32][CH:33]=[CH:34][CH:35]=5)[NH:30][CH:29]=4)[C:25]([Cl:37])=[CH:24][N:23]=3)[CH2:18][NH:17][CH2:16]2)=[O:14])=[CH:8][CH:7]=1)(=[O:4])[CH:2]=[CH2:3], predict the reactants needed to synthesize it. (3) Given the product [CH3:1][C:2]1[O:12][C:5]2[CH2:6][N:7]([CH3:11])[CH2:8][CH:9]([O:10][C:14]3[CH:19]=[CH:18][C:17]([C:20]([F:23])([F:22])[F:21])=[CH:16][CH:15]=3)[C:4]=2[CH:3]=1, predict the reactants needed to synthesize it. The reactants are: [CH3:1][C:2]1[O:12][C:5]2[CH2:6][N:7]([CH3:11])[CH2:8][CH:9]([OH:10])[C:4]=2[CH:3]=1.F[C:14]1[CH:19]=[CH:18][C:17]([C:20]([F:23])([F:22])[F:21])=[CH:16][CH:15]=1. (4) Given the product [Cl:1][C:2]1([Cl:13])[CH2:4][C:3]1([C:6]1[CH:11]=[CH:10][C:9]([NH:12][C:25]([C:26]2[CH2:21][CH2:30][N:29]([C:43]3[C:6]([Cl:47])=[CH:7][CH:8]=[CH:9][N:12]=3)[CH2:28][CH:27]=2)=[O:42])=[CH:8][CH:7]=1)[CH3:5], predict the reactants needed to synthesize it. The reactants are: [Cl:1][C:2]1([Cl:13])[CH2:4][C:3]1([C:6]1[CH:11]=[CH:10][C:9]([NH2:12])=[CH:8][CH:7]=1)[CH3:5].CCC[C@@](O)([C@@H]1[C@@]2(OC)[C@@H:25]3[O:42]C4=C(OC(C)=O)C=CC5=C4[C@:26]43[CH2:27][CH2:28][N:29]([CH3:43])[CH:30](C5)[C@@:21]4(C=C2)C1)C.[ClH:47]. (5) Given the product [F:21][C:22]1[CH:30]=[C:29]2[C:25]([C:26]([C:40]3[CH:41]=[CH:42][C:43]4[N:47]=[C:46]([CH2:48][N:49]([CH3:50])[CH3:51])[NH:45][C:44]=4[CH:52]=3)=[CH:27][NH:28]2)=[CH:24][CH:23]=1, predict the reactants needed to synthesize it. The reactants are: FC1C=C2C(C(I)=CN2S(C2C=CC=CC=2)(=O)=O)=CC=1.[F:21][C:22]1[CH:30]=[C:29]2[C:25]([C:26]([C:40]3[CH:41]=[CH:42][C:43]4[N:47]=[C:46]([CH2:48][N:49]([CH3:51])[CH3:50])[NH:45][C:44]=4[CH:52]=3)=[CH:27][N:28]2S(C2C=CC=CC=2)(=O)=O)=[CH:24][CH:23]=1. (6) Given the product [Cl:3][C:4]1[CH:5]=[CH:6][C:7]([CH:10]([CH:12]2[CH2:14][C:13]2([F:15])[F:16])[OH:11])=[CH:8][CH:9]=1, predict the reactants needed to synthesize it. The reactants are: [BH4-].[Na+].[Cl:3][C:4]1[CH:9]=[CH:8][C:7]([C:10]([CH:12]2[CH2:14][C:13]2([F:16])[F:15])=[O:11])=[CH:6][CH:5]=1.[Cl-].[NH4+].C(OCC)C. (7) Given the product [F:25][C:26]1[CH:27]=[N:28][CH:29]=[CH:30][C:31]=1[CH:32]([O:23][C:21]1[CH:20]=[CH:19][C:16]2[C:17]3[N:11]([CH:10]=[C:9]([C:8]4[N:4]([CH:1]([CH3:3])[CH3:2])[N:5]=[C:6]([CH3:24])[N:7]=4)[N:18]=3)[CH2:12][CH2:13][O:14][C:15]=2[CH:22]=1)[CH3:33], predict the reactants needed to synthesize it. The reactants are: [CH:1]([N:4]1[C:8]([C:9]2[N:18]=[C:17]3[N:11]([CH2:12][CH2:13][O:14][C:15]4[CH:22]=[C:21]([OH:23])[CH:20]=[CH:19][C:16]=43)[CH:10]=2)=[N:7][C:6]([CH3:24])=[N:5]1)([CH3:3])[CH3:2].[F:25][C:26]1[CH:27]=[N:28][CH:29]=[CH:30][C:31]=1[CH:32](O)[CH3:33].C1C=CC(P(C2C=CC=CC=2)C2C=CC=CC=2)=CC=1.CC(OC(/N=N/C(OC(C)C)=O)=O)C. (8) The reactants are: C[C:2]1[N:11]=[CH:10][CH:9]=[CH:8][C:3]=1[C:4]([O:6][CH3:7])=[O:5].[H][H].CO.[C:16](O)(=O)C. Given the product [CH3:16][CH:10]1[NH:11][CH2:2][CH:3]([C:4]([O:6][CH3:7])=[O:5])[CH2:8][CH2:9]1, predict the reactants needed to synthesize it. (9) Given the product [CH3:1][C:2]1[CH:7]=[CH:6][C:5]([S:8]([O:11][CH2:12][CH:13]2[CH2:17][C:16]3[CH:18]=[CH:19][CH:20]=[C:21]([C:28]4[CH:27]=[CH:26][CH:25]=[C:24]([F:23])[C:29]=4[F:30])[C:15]=3[O:14]2)(=[O:10])=[O:9])=[CH:4][CH:3]=1, predict the reactants needed to synthesize it. The reactants are: [CH3:1][C:2]1[CH:7]=[CH:6][C:5]([S:8]([O:11][CH2:12][CH:13]2[CH2:17][C:16]3[CH:18]=[CH:19][CH:20]=[C:21](Br)[C:15]=3[O:14]2)(=[O:10])=[O:9])=[CH:4][CH:3]=1.[F:23][C:24]1[C:29]([F:30])=[CH:28][CH:27]=[CH:26][C:25]=1B(O)O.